This data is from NCI-60 drug combinations with 297,098 pairs across 59 cell lines. The task is: Regression. Given two drug SMILES strings and cell line genomic features, predict the synergy score measuring deviation from expected non-interaction effect. (1) Drug 1: COC1=C(C=C2C(=C1)N=CN=C2NC3=CC(=C(C=C3)F)Cl)OCCCN4CCOCC4. Drug 2: CC1=C(C=C(C=C1)NC(=O)C2=CC=C(C=C2)CN3CCN(CC3)C)NC4=NC=CC(=N4)C5=CN=CC=C5. Cell line: NCI-H460. Synergy scores: CSS=12.7, Synergy_ZIP=-5.92, Synergy_Bliss=-3.18, Synergy_Loewe=-9.50, Synergy_HSA=-4.46. (2) Drug 1: COC1=C(C=C2C(=C1)N=CN=C2NC3=CC(=C(C=C3)F)Cl)OCCCN4CCOCC4. Drug 2: CCN(CC)CCCC(C)NC1=C2C=C(C=CC2=NC3=C1C=CC(=C3)Cl)OC. Cell line: TK-10. Synergy scores: CSS=52.7, Synergy_ZIP=5.49, Synergy_Bliss=9.42, Synergy_Loewe=7.61, Synergy_HSA=13.2. (3) Drug 1: CCC1(CC2CC(C3=C(CCN(C2)C1)C4=CC=CC=C4N3)(C5=C(C=C6C(=C5)C78CCN9C7C(C=CC9)(C(C(C8N6C=O)(C(=O)OC)O)OC(=O)C)CC)OC)C(=O)OC)O.OS(=O)(=O)O. Drug 2: CC1=C(C=C(C=C1)C(=O)NC2=CC(=CC(=C2)C(F)(F)F)N3C=C(N=C3)C)NC4=NC=CC(=N4)C5=CN=CC=C5. Cell line: A498. Synergy scores: CSS=0.942, Synergy_ZIP=0.489, Synergy_Bliss=3.40, Synergy_Loewe=2.11, Synergy_HSA=1.81. (4) Drug 1: C1CCC(C1)C(CC#N)N2C=C(C=N2)C3=C4C=CNC4=NC=N3. Drug 2: CS(=O)(=O)OCCCCOS(=O)(=O)C. Cell line: MCF7. Synergy scores: CSS=-3.58, Synergy_ZIP=-2.74, Synergy_Bliss=-5.94, Synergy_Loewe=-9.08, Synergy_HSA=-7.30. (5) Drug 1: C1C(C(OC1N2C=NC3=C(N=C(N=C32)Cl)N)CO)O. Drug 2: CC12CCC3C(C1CCC2O)C(CC4=C3C=CC(=C4)O)CCCCCCCCCS(=O)CCCC(C(F)(F)F)(F)F. Cell line: T-47D. Synergy scores: CSS=9.78, Synergy_ZIP=1.07, Synergy_Bliss=2.46, Synergy_Loewe=-4.19, Synergy_HSA=-1.91. (6) Drug 1: C1CN(CCN1C(=O)CCBr)C(=O)CCBr. Drug 2: COCCOC1=C(C=C2C(=C1)C(=NC=N2)NC3=CC=CC(=C3)C#C)OCCOC.Cl. Cell line: RXF 393. Synergy scores: CSS=-7.02, Synergy_ZIP=1.29, Synergy_Bliss=-3.99, Synergy_Loewe=-6.68, Synergy_HSA=-7.15. (7) Drug 1: C1CC(=O)NC(=O)C1N2CC3=C(C2=O)C=CC=C3N. Drug 2: C1C(C(OC1N2C=NC(=NC2=O)N)CO)O. Cell line: NCI-H522. Synergy scores: CSS=14.8, Synergy_ZIP=-4.16, Synergy_Bliss=0.598, Synergy_Loewe=-1.88, Synergy_HSA=2.85. (8) Drug 1: C1=NC2=C(N1)C(=S)N=C(N2)N. Drug 2: CCN(CC)CCNC(=O)C1=C(NC(=C1C)C=C2C3=C(C=CC(=C3)F)NC2=O)C. Cell line: T-47D. Synergy scores: CSS=10.4, Synergy_ZIP=-5.24, Synergy_Bliss=-0.0576, Synergy_Loewe=-4.06, Synergy_HSA=-2.37.